From a dataset of Catalyst prediction with 721,799 reactions and 888 catalyst types from USPTO. Predict which catalyst facilitates the given reaction. (1) Reactant: [F:1][C:2]1[CH:3]=[C:4]([N:11]2[CH2:16][CH2:15][N:14]([C:17]([O:19][C:20]([CH3:23])([CH3:22])[CH3:21])=[O:18])[CH2:13][CH2:12]2)[CH:5]=[C:6]([OH:10])[C:7]=1C=O.[CH3:24][C:25]1[CH:26]=[CH:27][C:28]2[N:29]([CH:31]=[C:32]([CH2:34][C:35]([O:37]CC)=O)[N:33]=2)[CH:30]=1.[CH:40](N(CC)C(C)C)(C)C.C(O)(=O)C. Product: [F:1][C:2]1[CH:3]=[C:4]([N:11]2[CH2:16][CH2:15][N:14]([C:17]([O:19][C:20]([CH3:21])([CH3:23])[CH3:22])=[O:18])[CH2:13][CH2:12]2)[CH:5]=[C:6]2[C:7]=1[CH:40]=[C:34]([C:32]1[N:33]=[C:28]3[CH:27]=[CH:26][C:25]([CH3:24])=[CH:30][N:29]3[CH:31]=1)[C:35](=[O:37])[O:10]2. The catalyst class is: 14. (2) Reactant: C([O:8][C@@H:9]1[CH2:13][CH2:12][CH2:11][C@H:10]1[NH2:14])C1C=CC=CC=1.[C:15]([OH:21])([C:17]([F:20])([F:19])[F:18])=[O:16]. Product: [OH:21][C:15]([C:17]([F:20])([F:19])[F:18])=[O:16].[NH2:14][C@@H:10]1[CH2:11][CH2:12][CH2:13][C@H:9]1[OH:8]. The catalyst class is: 320. (3) Reactant: [Cl:1][C:2]1[CH:7]=[C:6]([Cl:8])[CH:5]=[CH:4][C:3]=1[C:9]1[CH:10]=[C:11]([CH:13]=[CH:14][CH:15]=1)N.[CH:16]([S:19][S:19][CH:16]([CH3:18])[CH3:17])([CH3:18])[CH3:17].N(OC(C)(C)C)=O. Product: [Cl:1][C:2]1[CH:7]=[C:6]([Cl:8])[CH:5]=[CH:4][C:3]=1[C:9]1[CH:10]=[C:11]([S:19][CH:16]([CH3:18])[CH3:17])[CH:13]=[CH:14][CH:15]=1. The catalyst class is: 10.